Dataset: NCI-60 drug combinations with 297,098 pairs across 59 cell lines. Task: Regression. Given two drug SMILES strings and cell line genomic features, predict the synergy score measuring deviation from expected non-interaction effect. (1) Drug 1: C1=CC=C(C(=C1)C(C2=CC=C(C=C2)Cl)C(Cl)Cl)Cl. Drug 2: C1CC(=O)NC(=O)C1N2C(=O)C3=CC=CC=C3C2=O. Cell line: SF-268. Synergy scores: CSS=0.145, Synergy_ZIP=-0.123, Synergy_Bliss=-2.87, Synergy_Loewe=0.445, Synergy_HSA=-3.35. (2) Drug 1: C1CC(C1)(C(=O)O)C(=O)O.[NH2-].[NH2-].[Pt+2]. Drug 2: C1CNP(=O)(OC1)N(CCCl)CCCl. Cell line: SK-MEL-5. Synergy scores: CSS=17.3, Synergy_ZIP=-6.89, Synergy_Bliss=-2.59, Synergy_Loewe=-17.3, Synergy_HSA=-4.07. (3) Drug 1: C1=CN(C=N1)CC(O)(P(=O)(O)O)P(=O)(O)O. Drug 2: C(=O)(N)NO. Cell line: NCIH23. Synergy scores: CSS=-1.66, Synergy_ZIP=-1.60, Synergy_Bliss=-5.96, Synergy_Loewe=-6.34, Synergy_HSA=-6.40. (4) Drug 1: C1CN1C2=NC(=NC(=N2)N3CC3)N4CC4. Drug 2: CC(C)(C#N)C1=CC(=CC(=C1)CN2C=NC=N2)C(C)(C)C#N. Cell line: CAKI-1. Synergy scores: CSS=29.6, Synergy_ZIP=-10.6, Synergy_Bliss=-5.60, Synergy_Loewe=-6.60, Synergy_HSA=-6.52. (5) Drug 2: CC1C(C(CC(O1)OC2CC(CC3=C2C(=C4C(=C3O)C(=O)C5=CC=CC=C5C4=O)O)(C(=O)C)O)N)O. Synergy scores: CSS=44.1, Synergy_ZIP=-2.81, Synergy_Bliss=-1.59, Synergy_Loewe=-30.8, Synergy_HSA=-2.02. Cell line: MALME-3M. Drug 1: CC1=CC=C(C=C1)C2=CC(=NN2C3=CC=C(C=C3)S(=O)(=O)N)C(F)(F)F. (6) Drug 1: CS(=O)(=O)C1=CC(=C(C=C1)C(=O)NC2=CC(=C(C=C2)Cl)C3=CC=CC=N3)Cl. Drug 2: C1=NNC2=C1C(=O)NC=N2. Cell line: UACC62. Synergy scores: CSS=10.3, Synergy_ZIP=-0.415, Synergy_Bliss=3.62, Synergy_Loewe=1.60, Synergy_HSA=2.42.